From a dataset of Tyrosyl-DNA phosphodiesterase HTS with 341,365 compounds. Binary Classification. Given a drug SMILES string, predict its activity (active/inactive) in a high-throughput screening assay against a specified biological target. The molecule is O=C1N(C2CCCC2)C(CC1)C(=O)NCCc1ccc(cc1)C. The result is 0 (inactive).